From a dataset of Full USPTO retrosynthesis dataset with 1.9M reactions from patents (1976-2016). Predict the reactants needed to synthesize the given product. (1) Given the product [OH:3][NH:2][C:4]([N:6]1[CH2:11][CH2:10][CH:9]([C:12]2[CH:13]=[CH:14][C:15]([C@@H:18]([NH:20][C:21](=[O:23])[CH3:22])[CH3:19])=[CH:16][CH:17]=2)[CH2:8][CH2:7]1)=[NH:5], predict the reactants needed to synthesize it. The reactants are: Cl.[NH2:2][OH:3].[C:4]([N:6]1[CH2:11][CH2:10][CH:9]([C:12]2[CH:17]=[CH:16][C:15]([C@@H:18]([NH:20][C:21](=[O:23])[CH3:22])[CH3:19])=[CH:14][CH:13]=2)[CH2:8][CH2:7]1)#[N:5].CCN(C(C)C)C(C)C. (2) Given the product [CH:17]1([CH2:16][C@@:2]2([CH3:1])[C:3](=[O:14])[O:4][CH2:5][C@H:6]([C:8]3[CH:13]=[CH:12][CH:11]=[CH:10][CH:9]=3)[NH:7]2)[CH2:20][CH2:19][CH2:18]1, predict the reactants needed to synthesize it. The reactants are: [CH3:1][C:2]1[C:3](=[O:14])[O:4][CH2:5][C@H:6]([C:8]2[CH:13]=[CH:12][CH:11]=[CH:10][CH:9]=2)[N:7]=1.Br[CH2:16][CH:17]1[CH2:20][CH2:19][CH2:18]1. (3) The reactants are: [Cl:1][C:2]1[C:9]([OH:10])=[CH:8][CH:7]=[C:6]([Cl:11])[C:3]=1[CH:4]=[O:5].[C:12](=O)([O-])[O-].[K+].[K+].C(=O)([O-])[O-].[Cs+].[Cs+].IC. Given the product [Cl:1][C:2]1[C:9]([O:10][CH3:12])=[CH:8][CH:7]=[C:6]([Cl:11])[C:3]=1[CH:4]=[O:5], predict the reactants needed to synthesize it. (4) Given the product [NH2:1][C:2]1[N:7]=[C:6]([NH:8][C@H:9]([C:11]2[N:12]([C:28]3[CH:33]=[CH:32][CH:31]=[CH:30][CH:29]=3)[C:13](=[O:27])[C:14]3[C:19]([CH:20]=2)=[CH:18][CH:17]=[CH:16][C:15]=3[C:21]2[CH:22]=[N:23][N:24]([CH3:26])[CH:25]=2)[CH3:10])[C:5]([C:34]([NH2:35])=[O:39])=[CH:4][N:3]=1, predict the reactants needed to synthesize it. The reactants are: [NH2:1][C:2]1[N:7]=[C:6]([NH:8][C@H:9]([C:11]2[N:12]([C:28]3[CH:33]=[CH:32][CH:31]=[CH:30][CH:29]=3)[C:13](=[O:27])[C:14]3[C:19]([CH:20]=2)=[CH:18][CH:17]=[CH:16][C:15]=3[C:21]2[CH:22]=[N:23][N:24]([CH3:26])[CH:25]=2)[CH3:10])[C:5]([C:34]#[N:35])=[CH:4][N:3]=1.C(=N[OH:39])C.C1(P(C2C=CC=CC=2)C2C=CC=CC=2)C=CC=CC=1. (5) The reactants are: [CH3:1][C:2]1[CH:7]=[CH:6][CH:5]=[CH:4][C:3]=1[S:8]([N:11]1[C:19]2[C:14](=[C:15]([CH:20]=C)[CH:16]=[CH:17][CH:18]=2)[CH:13]=[CH:12]1)(=[O:10])=[O:9].N1C(C)=CC=CC=1C.I([O-])(=O)(=O)=[O:31].[Na+]. Given the product [CH3:1][C:2]1[CH:7]=[CH:6][CH:5]=[CH:4][C:3]=1[S:8]([N:11]1[C:19]2[CH:18]=[CH:17][CH:16]=[C:15]([CH:20]=[O:31])[C:14]=2[CH:13]=[CH:12]1)(=[O:10])=[O:9], predict the reactants needed to synthesize it.